Predict the reactants needed to synthesize the given product. From a dataset of Full USPTO retrosynthesis dataset with 1.9M reactions from patents (1976-2016). Given the product [CH2:18]([NH:25][C:15]([C:9]1[CH:8]=[C:7]2[C:12](=[CH:11][CH:10]=1)[NH:13][C:14]1[C:2](=[O:1])[CH2:3][CH2:4][CH2:5][C:6]2=1)=[O:17])[C:19]1[CH:24]=[CH:23][CH:22]=[CH:21][CH:20]=1, predict the reactants needed to synthesize it. The reactants are: [O:1]=[C:2]1[C:14]2[NH:13][C:12]3[C:7](=[CH:8][C:9]([C:15]([OH:17])=O)=[CH:10][CH:11]=3)[C:6]=2[CH2:5][CH2:4][CH2:3]1.[CH2:18]([NH2:25])[C:19]1[CH:24]=[CH:23][CH:22]=[CH:21][CH:20]=1.C(Cl)CCl.